Dataset: Catalyst prediction with 721,799 reactions and 888 catalyst types from USPTO. Task: Predict which catalyst facilitates the given reaction. (1) Reactant: [OH:1][C:2]1[CH:3]=[C:4]2[C:8](=[CH:9][CH:10]=1)[N:7]([CH2:11][CH2:12][CH2:13][O:14][C:15]1[C:24]3[C:19](=[CH:20][CH:21]=[CH:22][CH:23]=3)[CH:18]=[CH:17][CH:16]=1)[C:6]([C:25]([O:27]CC)=[O:26])=[C:5]2[C:30]1[CH:35]=[CH:34][CH:33]=[CH:32][C:31]=1[CH:36]([CH3:38])[CH3:37].[OH-].[Na+].Cl. Product: [OH:1][C:2]1[CH:3]=[C:4]2[C:8](=[CH:9][CH:10]=1)[N:7]([CH2:11][CH2:12][CH2:13][O:14][C:15]1[C:24]3[C:19](=[CH:20][CH:21]=[CH:22][CH:23]=3)[CH:18]=[CH:17][CH:16]=1)[C:6]([C:25]([OH:27])=[O:26])=[C:5]2[C:30]1[CH:35]=[CH:34][CH:33]=[CH:32][C:31]=1[CH:36]([CH3:38])[CH3:37]. The catalyst class is: 83. (2) The catalyst class is: 5. Product: [F:21][C:19]([F:22])([F:20])[C:14]1[CH:15]=[CH:16][CH:17]=[CH:18][C:13]=1[C:7]1[NH:8][C:9](=[O:12])[C:10]2[C:5]([CH:6]=1)=[CH:4][CH:3]=[C:2]([NH:1][CH2:29][C@H:27]([OH:28])[C@H:25]([OH:26])[CH2:24][OH:23])[CH:11]=2. Reactant: [NH2:1][C:2]1[CH:11]=[C:10]2[C:5]([CH:6]=[C:7]([C:13]3[CH:18]=[CH:17][CH:16]=[CH:15][C:14]=3[C:19]([F:22])([F:21])[F:20])[NH:8][C:9]2=[O:12])=[CH:4][CH:3]=1.[O:23]=[CH:24][C@@H:25]([C@@H:27]([CH2:29]O)[OH:28])[OH:26].C(O)(=O)C. (3) Reactant: Cl[C:2]1[CH:3]=[C:4]([N:8]2[C:12]([CH3:13])=[N:11][C:10]([CH3:14])=[N:9]2)[N:5]=[N:6][CH:7]=1.[CH2:15]([Sn](CCCC)(CCCC)C=C)[CH2:16]CC. Product: [CH3:14][C:10]1[N:11]=[C:12]([CH3:13])[N:8]([C:4]2[N:5]=[N:6][CH:7]=[C:2]([CH:15]=[CH2:16])[CH:3]=2)[N:9]=1. The catalyst class is: 109. (4) Reactant: CN(C(ON1N=NC2C=CC=NC1=2)=[N+](C)C)C.F[P-](F)(F)(F)(F)F.[NH2:25][C:26]1[C:27]([C:36]([OH:38])=O)=[CH:28][C:29]2[C:34]([CH:35]=1)=[CH:33][CH:32]=[CH:31][CH:30]=2.[F:39][C:40]([F:51])([F:50])[CH2:41][CH2:42][CH2:43][C@@H:44]([C:46]([O:48][CH3:49])=[O:47])[NH2:45].C(N(C(C)C)CC)(C)C. The catalyst class is: 3. Product: [NH2:25][C:26]1[C:27]([C:36]([NH:45][C@H:44]([C:46]([O:48][CH3:49])=[O:47])[CH2:43][CH2:42][CH2:41][C:40]([F:51])([F:50])[F:39])=[O:38])=[CH:28][C:29]2[C:34]([CH:35]=1)=[CH:33][CH:32]=[CH:31][CH:30]=2.